From a dataset of Forward reaction prediction with 1.9M reactions from USPTO patents (1976-2016). Predict the product of the given reaction. (1) The product is: [O:1]=[C:2]1[CH2:10][C:9]2[C:4](=[CH:5][CH:6]=[C:7]([NH:21][C:20](=[O:25])[CH3:19])[CH:8]=2)[NH:3]1. Given the reactants [O:1]=[C:2]1[CH2:10][C:9]2[C:4](=[CH:5][C:6](NC(=O)C)=[CH:7][CH:8]=2)[NH:3]1.NC1C=C2C(=CC=1)[NH:21][C:20](=[O:25])[CH2:19]2, predict the reaction product. (2) Given the reactants [CH:1]([NH:4][CH:5]([CH3:7])[CH3:6])([CH3:3])[CH3:2].[Li:8]CCCC.[Br:13][C:14]1[CH:24]=[CH:23][C:17]2[O:18][C:19]([F:22])([F:21])[O:20][C:16]=2[CH:15]=1.[CH3:25][O:26]B(OC)OC.C(OO)(=O)C.OS([O-])=O.[Na+].Cl.[H-].[Na+].CI, predict the reaction product. The product is: [Li+:8].[CH3:2][CH:1]([N-:4][CH:5]([CH3:7])[CH3:6])[CH3:3].[Br:13][C:14]1[CH:24]=[CH:23][C:17]2[O:18][C:19]([F:22])([F:21])[O:20][C:16]=2[C:15]=1[O:26][CH3:25]. (3) Given the reactants [CH3:1][N:2]1[CH:6]=[C:5]([C:7]2[CH:12]=[CH:11][CH:10]=[CH:9][CH:8]=2)[N:4]=[C:3]1[CH2:13][CH2:14][NH:15]C(=O)OC(C)(C)C.[ClH:23], predict the reaction product. The product is: [ClH:23].[ClH:23].[CH3:1][N:2]1[CH:6]=[C:5]([C:7]2[CH:12]=[CH:11][CH:10]=[CH:9][CH:8]=2)[N:4]=[C:3]1[CH2:13][CH2:14][NH2:15]. (4) Given the reactants [C:1]([O:5][C:6](=[O:19])[NH:7][C@@H:8]([C@@H:16]1[CH2:18][O:17]1)[CH2:9][C:10]1[CH:15]=[CH:14][CH:13]=[CH:12][CH:11]=1)([CH3:4])([CH3:3])[CH3:2].[NH:20]1[C:28]2[C:23](=[CH:24][CH:25]=[CH:26][CH:27]=2)[CH:22]=[N:21]1, predict the reaction product. The product is: [C:1]([O:5][C:6](=[O:19])[NH:7][C@H:8]([CH2:9][C:10]1[CH:15]=[CH:14][CH:13]=[CH:12][CH:11]=1)[C@@H:16]([OH:17])[CH2:18][N:20]1[C:28]2[C:23](=[CH:24][CH:25]=[CH:26][CH:27]=2)[CH:22]=[N:21]1)([CH3:4])([CH3:3])[CH3:2]. (5) Given the reactants [CH3:1][O:2][C:3]1[CH:4]=[C:5]([CH:12]([CH3:15])[CH2:13][OH:14])[CH:6]=[N:7][C:8]=1[N+:9]([O-])=O, predict the reaction product. The product is: [NH2:9][C:8]1[N:7]=[CH:6][C:5]([CH:12]([CH3:15])[CH2:13][OH:14])=[CH:4][C:3]=1[O:2][CH3:1]. (6) Given the reactants [OH:1][C:2]1[CH:9]=[CH:8][C:5]([CH:6]=[O:7])=[CH:4][CH:3]=1.Br[C:11]([CH3:20])([CH3:19])[C:12]([O:14][C:15]([CH3:18])([CH3:17])[CH3:16])=[O:13].C(=O)([O-])[O-].[Cs+].[Cs+].C(N(CC)CC)C, predict the reaction product. The product is: [CH:6]([C:5]1[CH:8]=[CH:9][C:2]([O:1][C:11]([CH3:20])([CH3:19])[C:12]([O:14][C:15]([CH3:18])([CH3:17])[CH3:16])=[O:13])=[CH:3][CH:4]=1)=[O:7]. (7) Given the reactants [CH3:1][O:2][C:3]1[CH:12]=[C:11]2[C:6]([C:7]([NH:28][C:29]3[CH:30]=[C:31]4[C:35](=[CH:36][CH:37]=3)[N:34](C(OC(C)(C)C)=O)[N:33]=[CH:32]4)=[N:8][C:9]([C:13]3[CH:18]=[CH:17][CH:16]=[C:15]([NH:19][C:20](=[O:27])[C:21]4[CH:26]=[CH:25][CH:24]=[N:23][CH:22]=4)[CH:14]=3)=[N:10]2)=[CH:5][C:4]=1[O:45][CH2:46][CH2:47][O:48][CH3:49].[C:50]([OH:56])([C:52]([F:55])([F:54])[F:53])=[O:51], predict the reaction product. The product is: [F:53][C:52]([F:55])([F:54])[C:50]([OH:56])=[O:51].[NH:34]1[C:35]2[C:31](=[CH:30][C:29]([NH:28][C:7]3[C:6]4[C:11](=[CH:12][C:3]([O:2][CH3:1])=[C:4]([O:45][CH2:46][CH2:47][O:48][CH3:49])[CH:5]=4)[N:10]=[C:9]([C:13]4[CH:14]=[C:15]([NH:19][C:20](=[O:27])[C:21]5[CH:26]=[CH:25][CH:24]=[N:23][CH:22]=5)[CH:16]=[CH:17][CH:18]=4)[N:8]=3)=[CH:37][CH:36]=2)[CH:32]=[N:33]1. (8) Given the reactants CCN(C(C)C)C(C)C.[CH3:10][O:11][C:12]([C:14]1[NH:18][C:17]2[CH:19]=[CH:20][C:21]([NH2:23])=[CH:22][C:16]=2[N:15]=1)=[O:13].[C:24]1([S:30](Cl)(=[O:32])=[O:31])[CH:29]=[CH:28][CH:27]=[CH:26][CH:25]=1, predict the reaction product. The product is: [CH3:10][O:11][C:12]([C:14]1[NH:18][C:17]2[CH:19]=[CH:20][C:21]([NH:23][S:30]([C:24]3[CH:29]=[CH:28][CH:27]=[CH:26][CH:25]=3)(=[O:32])=[O:31])=[CH:22][C:16]=2[N:15]=1)=[O:13]. (9) Given the reactants O1[C:5]2([CH2:10][CH2:9][CH:8]([C:11]3[C:15]([CH2:16][N:17]([CH3:29])[CH2:18][CH2:19][N:20]([CH3:28])[C:21](=[O:27])[O:22][C:23]([CH3:26])([CH3:25])[CH3:24])=[CH:14][N:13]([CH:30]4[CH2:35][CH2:34][CH2:33][CH2:32][O:31]4)[N:12]=3)[CH2:7][CH2:6]2)[O:4]CC1, predict the reaction product. The product is: [CH3:28][N:20]([CH2:19][CH2:18][N:17]([CH3:29])[CH2:16][C:15]1[C:11]([CH:8]2[CH2:7][CH2:6][C:5](=[O:4])[CH2:10][CH2:9]2)=[N:12][N:13]([CH:30]2[CH2:35][CH2:34][CH2:33][CH2:32][O:31]2)[CH:14]=1)[C:21](=[O:27])[O:22][C:23]([CH3:26])([CH3:25])[CH3:24].